Predict the reactants needed to synthesize the given product. From a dataset of Retrosynthesis with 50K atom-mapped reactions and 10 reaction types from USPTO. (1) Given the product COCC(=O)Nc1nc2ccc(Oc3cc(NC(=O)c4cccc(C(C)(C)C#N)c4)c(F)cc3Cl)nc2s1, predict the reactants needed to synthesize it. The reactants are: CC(C)(C#N)c1cccc(C(=O)Nc2cc(Oc3ccc4nc(N)sc4n3)c(Cl)cc2F)c1.COCC(=O)Cl. (2) Given the product COC(=O)c1cc(C)cc(OC)c1, predict the reactants needed to synthesize it. The reactants are: CI.COC(=O)c1cc(C)cc(O)c1.